This data is from Reaction yield outcomes from USPTO patents with 853,638 reactions. The task is: Predict the reaction yield, written as a fraction of the theoretical maximum amount of product (1.0 means a 100% yield; for example, 0.34 means a 34% yield). (1) The reactants are N[C:2]1[CH:3]=[CH:4][CH:5]=[C:6]2[C:11]=1[CH:10]=[C:9]([S:12]([OH:15])(=[O:14])=[O:13])[CH:8]=[CH:7]2.[OH:16]S([O-])=O.[Na+].[OH-].[Na+].Cl. The catalyst is O. The product is [OH:16][C:2]1[CH:3]=[CH:4][CH:5]=[C:6]2[C:11]=1[CH:10]=[C:9]([S:12]([OH:15])(=[O:14])=[O:13])[CH:8]=[CH:7]2. The yield is 0.950. (2) The reactants are [NH2:1][C@H:2]([C:4]([NH:6][CH:7]1[N:13]=[C:12]([C:14]2[CH:19]=[CH:18][CH:17]=[CH:16][CH:15]=2)[C:11]2[CH:20]=[CH:21][CH:22]=[CH:23][C:10]=2[N:9]([CH3:24])[C:8]1=[O:25])=[O:5])[CH3:3].[Cl:26][CH2:27][C:28](Cl)=[O:29]. The catalyst is C(Cl)Cl. The product is [Cl:26][CH2:27][C:28]([NH:1][C@H:2]([C:4]([NH:6][CH:7]1[N:13]=[C:12]([C:14]2[CH:19]=[CH:18][CH:17]=[CH:16][CH:15]=2)[C:11]2[CH:20]=[CH:21][CH:22]=[CH:23][C:10]=2[N:9]([CH3:24])[C:8]1=[O:25])=[O:5])[CH3:3])=[O:29]. The yield is 0.980. (3) The reactants are [CH2:1]([O:4][C:5]1[CH:6]=[C:7]([OH:12])[CH:8]=[C:9]([OH:11])[CH:10]=1)[CH2:2][CH3:3].[C:13]([O:17][C:18](=[O:27])[NH:19][CH2:20][CH2:21][CH2:22][CH2:23][CH2:24][CH2:25]Br)([CH3:16])([CH3:15])[CH3:14].C(=O)([O-])[O-].[K+].[K+].Cl. The catalyst is CN(C=O)C.CCOC(C)=O. The product is [OH:11][C:9]1[CH:8]=[C:7]([CH:6]=[C:5]([O:4][CH2:1][CH2:2][CH3:3])[CH:10]=1)[O:12][CH2:25][CH2:24][CH2:23][CH2:22][CH2:21][CH2:20][NH:19][C:18](=[O:27])[O:17][C:13]([CH3:16])([CH3:15])[CH3:14]. The yield is 0.230. (4) The reactants are [CH3:1][N:2]([C:4]([N:6]=[C:7]([NH2:9])[NH2:8])=[NH:5])[CH3:3].[ClH:10].[CH3:11][CH:12]1OC(C)OC(C)O1. The catalyst is C(O)C(C)C. The product is [ClH:10].[NH2:8][C:7]1[NH:6][C:4]([N:2]([CH3:3])[CH3:1])=[N:5][CH:11]([CH3:12])[N:9]=1. The yield is 0.807.